The task is: Predict the reactants needed to synthesize the given product.. This data is from Full USPTO retrosynthesis dataset with 1.9M reactions from patents (1976-2016). (1) The reactants are: [CH2:1]([OH:8])[C:2]1[CH:7]=[CH:6][CH:5]=[CH:4][CH:3]=1.[H-].[Na+].[F:11][C:12]1[CH:34]=[CH:33][C:15]([CH2:16][NH:17][C:18]([C:20]2[S:24][C:23]([C:25]3[CH:30]=[N:29][CH:28]=[C:27](I)[N:26]=3)=[N:22][C:21]=2[CH3:32])=[O:19])=[CH:14][CH:13]=1.C(N(C(C)C)CC)(C)C. Given the product [F:11][C:12]1[CH:34]=[CH:33][C:15]([CH2:16][NH:17][C:18]([C:20]2[S:24][C:23]([C:25]3[CH:30]=[N:29][CH:28]=[C:27]([O:8][CH2:1][C:2]4[CH:7]=[CH:6][CH:5]=[CH:4][CH:3]=4)[N:26]=3)=[N:22][C:21]=2[CH3:32])=[O:19])=[CH:14][CH:13]=1, predict the reactants needed to synthesize it. (2) Given the product [NH2:8][C:6]1[CH:5]=[CH:4][C:3]([N:11]2[CH2:15][CH2:14][C@@H:13]([NH:16][CH2:17][C:18]([CH3:19])([OH:20])[CH3:21])[CH2:12]2)=[C:2]([F:1])[CH:7]=1, predict the reactants needed to synthesize it. The reactants are: [F:1][C:2]1[CH:7]=[C:6]([N+:8]([O-])=O)[CH:5]=[CH:4][C:3]=1[N:11]1[CH2:15][CH2:14][C@@H:13]([NH:16][CH2:17][C:18]([CH3:21])([OH:20])[CH3:19])[CH2:12]1. (3) Given the product [CH3:22][N:2]([CH3:1])[CH:3]([C:5]1[CH:14]=[C:13]([OH:15])[CH:12]=[C:11]2[C:6]=1[C:7]1[CH:21]=[CH:20][CH:19]=[CH:18][C:8]=1[C:9](=[O:17])[O:10]2)[CH3:4], predict the reactants needed to synthesize it. The reactants are: [CH3:1][N:2]([CH3:22])[CH:3]([C:5]1[CH:14]=[C:13]([O:15]C)[CH:12]=[C:11]2[C:6]=1[C:7]1[CH:21]=[CH:20][CH:19]=[CH:18][C:8]=1[C:9](=[O:17])[O:10]2)[CH3:4].Br.C([O-])(O)=O.[Na+]. (4) Given the product [Cl:1][C:2]1[CH:7]=[C:6]([F:8])[C:5]2[N:9]([CH2:10][CH2:11][C:12]([F:13])([F:14])[F:15])[C:19]([CH2:18][Cl:17])=[N:16][C:4]=2[CH:3]=1, predict the reactants needed to synthesize it. The reactants are: [Cl:1][C:2]1[CH:3]=[C:4]([NH2:16])[C:5]([NH:9][CH2:10][CH2:11][C:12]([F:15])([F:14])[F:13])=[C:6]([F:8])[CH:7]=1.[Cl:17][CH2:18][C:19]([O-])=O.[Na+].CS(C1C2C(=CN=CC=2)NN=1)(=O)=O. (5) The reactants are: C[O:2][C:3]1[CH:4]=[C:5]2[C:11]3([C:19]4[C:14](=[CH:15][CH:16]=[CH:17][CH:18]=4)[N:13]([CH2:20][C@H:21]4[CH2:25][CH2:24][CH2:23][O:22]4)[C:12]3=[O:26])[CH2:10][O:9][C:6]2=[CH:7][N:8]=1.I[Si](C)(C)C. Given the product [O:22]1[CH2:23][CH2:24][CH2:25][C@@H:21]1[CH2:20][N:13]1[C:14]2[C:19](=[CH:18][CH:17]=[CH:16][CH:15]=2)[C:11]2([C:5]3[C:6](=[CH:7][NH:8][C:3](=[O:2])[CH:4]=3)[O:9][CH2:10]2)[C:12]1=[O:26], predict the reactants needed to synthesize it. (6) Given the product [O:3]=[C:4]1[N:10]([CH:11]2[CH2:16][CH2:15][N:14]([C:17]([O:19][C@@H:20]([C:31]([OH:33])=[O:32])[CH2:21][C:22]3[CH:27]=[C:26]([Br:28])[C:25]([OH:29])=[C:24]([Br:30])[CH:23]=3)=[O:18])[CH2:13][CH2:12]2)[CH2:9][CH2:8][C:7]2[CH:35]=[CH:36][CH:37]=[CH:38][C:6]=2[NH:5]1, predict the reactants needed to synthesize it. The reactants are: [Li+].[OH-].[O:3]=[C:4]1[N:10]([CH:11]2[CH2:16][CH2:15][N:14]([C:17]([O:19][C@@H:20]([C:31]([O:33]C)=[O:32])[CH2:21][C:22]3[CH:27]=[C:26]([Br:28])[C:25]([OH:29])=[C:24]([Br:30])[CH:23]=3)=[O:18])[CH2:13][CH2:12]2)[CH2:9][CH2:8][C:7]2[CH:35]=[CH:36][CH:37]=[CH:38][C:6]=2[NH:5]1. (7) The reactants are: [C:1]1([CH3:11])[CH:6]=[C:5]([CH3:7])[CH:4]=[C:3]([CH3:8])[C:2]=1[CH:9]=O.[C:12](#[N:16])[CH2:13][C:14]#[N:15].N1CCCCC1. Given the product [C:1]1([CH3:11])[CH:6]=[C:5]([CH3:7])[CH:4]=[C:3]([CH3:8])[C:2]=1[CH:9]=[C:13]([C:12]#[N:16])[C:14]#[N:15], predict the reactants needed to synthesize it.